Dataset: Full USPTO retrosynthesis dataset with 1.9M reactions from patents (1976-2016). Task: Predict the reactants needed to synthesize the given product. (1) Given the product [C:1]1(=[N:19][NH:18][S:15]([C:12]2[CH:13]=[CH:14][C:9]([CH3:8])=[CH:10][CH:11]=2)(=[O:16])=[O:17])[CH2:6][CH2:5][CH2:4][CH2:3][CH2:2]1, predict the reactants needed to synthesize it. The reactants are: [C:1]1(=O)[CH2:6][CH2:5][CH2:4][CH2:3][CH2:2]1.[CH3:8][C:9]1[CH:14]=[CH:13][C:12]([S:15]([NH:18][NH2:19])(=[O:17])=[O:16])=[CH:11][CH:10]=1. (2) The reactants are: [CH3:1][O:2][C:3]1[CH:8]=[CH:7][CH:6]=[C:5]([NH2:9])[CH:4]=1.[C:10]([CH2:18][C:19](OCC)=[O:20])(=O)[C:11]1[CH:16]=[CH:15][CH:14]=[CH:13][CH:12]=1.Cl. Given the product [OH:20][C:19]1[C:6]2[C:5](=[CH:4][C:3]([O:2][CH3:1])=[CH:8][CH:7]=2)[N:9]=[C:10]([C:11]2[CH:16]=[CH:15][CH:14]=[CH:13][CH:12]=2)[CH:18]=1, predict the reactants needed to synthesize it. (3) Given the product [CH3:10][S:11][C:12]1[CH:17]=[CH:16][C:15]([S:18][C:2]2[C:7]([CH:8]=[O:9])=[CH:6][N:5]=[CH:4][CH:3]=2)=[CH:14][CH:13]=1, predict the reactants needed to synthesize it. The reactants are: Cl[C:2]1[C:7]([CH:8]=[O:9])=[CH:6][N:5]=[CH:4][CH:3]=1.[CH3:10][S:11][C:12]1[CH:17]=[CH:16][C:15]([SH:18])=[CH:14][CH:13]=1. (4) Given the product [CH3:12][O:13][C:2]1[CH:10]=[N:9][C:8]([Cl:11])=[C:7]2[C:3]=1[CH:4]=[CH:5][NH:6]2, predict the reactants needed to synthesize it. The reactants are: Br[C:2]1[CH:10]=[N:9][C:8]([Cl:11])=[C:7]2[C:3]=1[CH:4]=[CH:5][NH:6]2.[CH3:12][O-:13].[Na+].Cl. (5) Given the product [Br:27][C:28]1[CH:36]=[CH:35][CH:34]=[C:33]2[C:29]=1[CH:30]([C:38]1[C:39]([OH:47])=[CH:40][C:41]3[O:45][CH2:44][CH2:43][C:42]=3[CH:46]=1)[C:31](=[O:37])[NH:32]2, predict the reactants needed to synthesize it. The reactants are: C1(CCN2C3C(=CC=CC=3)C(O)(C3C(O)=CC4OCOC=4C=3)C2=O)CC1.[Br:27][C:28]1[CH:36]=[CH:35][CH:34]=[C:33]2[C:29]=1[C:30](O)([C:38]1[C:39]([OH:47])=[CH:40][C:41]3[O:45][CH2:44][CH2:43][C:42]=3[CH:46]=1)[C:31](=[O:37])[NH:32]2.